From a dataset of hERG Central: cardiac toxicity at 1µM, 10µM, and general inhibition. Predict hERG channel inhibition at various concentrations. (1) Results: hERG_inhib (hERG inhibition (general)): blocker. The compound is COc1ccc(OCC(=O)Nc2c(C(=O)N3CCC(N4CCCCC4)CC3)oc3ccccc23)cc1. (2) The molecule is CN(C)CCCNc1ncnc2sc(-c3ccccc3)cc12.O=C(O)C(=O)O. Results: hERG_inhib (hERG inhibition (general)): blocker. (3) Results: hERG_inhib (hERG inhibition (general)): blocker. The molecule is Cc1cccc(OCc2n(CC(=O)OC3CC(C)CCC3C(C)C)c3ccccc3[n+]2C)c1.[Cl-]. (4) The molecule is CCN(CC)CCNC(=O)c1ccc(NC(=O)c2c(C)nn(-c3ccc(F)cc3)c2Cl)cc1. Results: hERG_inhib (hERG inhibition (general)): blocker. (5) The drug is COc1ccc(C[C@H]2CN3C(=NC[C@H]3C)N2CCNC(=O)CCC2CCCCC2)cc1. Results: hERG_inhib (hERG inhibition (general)): blocker.